From a dataset of Catalyst prediction with 721,799 reactions and 888 catalyst types from USPTO. Predict which catalyst facilitates the given reaction. (1) Reactant: [OH:1][CH:2]1[CH:14]2[CH:10]([C:11](=[O:15])[O:12][CH2:13]2)[CH:9]=[C:8]2[CH:3]1[CH2:4][CH2:5][CH2:6][CH2:7]2. Product: [OH:1][CH:2]1[CH:14]2[CH:10]([C:11](=[O:15])[O:12][CH2:13]2)[CH2:9][CH:8]2[CH:3]1[CH2:4][CH2:5][CH2:6][CH2:7]2. The catalyst class is: 810. (2) Reactant: [Cl:1][C:2]1[CH:3]=[C:4](/[CH:9]=[CH:10]/[C:11]([N:13]2[CH2:19][CH2:18][C:17](=[O:20])[N:16]([CH2:21][CH2:22][CH2:23][O:24]C3CCCCO3)[CH2:15][CH2:14]2)=[O:12])[CH:5]=[CH:6][C:7]=1[Cl:8].C1(C)C=CC(S([O-])(=O)=O)=CC=1.[NH+]1C=CC=CC=1. Product: [Cl:1][C:2]1[CH:3]=[C:4](/[CH:9]=[CH:10]/[C:11]([N:13]2[CH2:19][CH2:18][C:17](=[O:20])[N:16]([CH2:21][CH2:22][CH2:23][OH:24])[CH2:15][CH2:14]2)=[O:12])[CH:5]=[CH:6][C:7]=1[Cl:8]. The catalyst class is: 5.